Dataset: Forward reaction prediction with 1.9M reactions from USPTO patents (1976-2016). Task: Predict the product of the given reaction. (1) Given the reactants [CH:1]1[C:10]2[C:5](=[CH:6][CH:7]=[CH:8][CH:9]=2)[CH:4]=[C:3]([C:11]([OH:13])=O)[N:2]=1.Cl.[NH2:15][C@@H:16]([C:18]1[C:23]([F:24])=[CH:22][C:21]([NH:25][S:26]([CH3:29])(=[O:28])=[O:27])=[C:20]([CH3:30])[CH:19]=1)[CH3:17].F[P-](F)(F)(F)(F)F.C[N+](C)=C(N(C)C)ON1C2N=CC=CC=2N=N1.C(N(CC)C(C)C)(C)C, predict the reaction product. The product is: [F:24][C:23]1[CH:22]=[C:21]([NH:25][S:26]([CH3:29])(=[O:28])=[O:27])[C:20]([CH3:30])=[CH:19][C:18]=1[C@H:16]([NH:15][C:11]([C:3]1[N:2]=[CH:1][C:10]2[C:5]([CH:4]=1)=[CH:6][CH:7]=[CH:8][CH:9]=2)=[O:13])[CH3:17]. (2) Given the reactants [Br:1][C:2]1[C:7]([CH3:8])=[CH:6][C:5]([OH:9])=[CH:4][C:3]=1[CH3:10].Cl[CH2:12][CH2:13][C:14]([CH3:17])([OH:16])[CH3:15], predict the reaction product. The product is: [Br:1][C:2]1[C:7]([CH3:8])=[CH:6][C:5]([O:9][CH2:12][CH2:13][C:14]([CH3:17])([OH:16])[CH3:15])=[CH:4][C:3]=1[CH3:10]. (3) Given the reactants Cl[C:2]1[C:7]([C:8]([F:11])([F:10])[F:9])=[CH:6][N:5]=[C:4]([NH:12][C:13]2[CH:18]=[CH:17][C:16]([P:19]([CH3:22])([CH3:21])=[O:20])=[CH:15][CH:14]=2)[N:3]=1.C(N(CC)CC)C.[CH3:30][N:31]1[CH2:36][CH2:35][NH:34][CH2:33][CH2:32]1, predict the reaction product. The product is: [CH3:21][P:19]([C:16]1[CH:17]=[CH:18][C:13]([NH:12][C:4]2[N:3]=[C:2]([N:34]3[CH2:35][CH2:36][N:31]([CH3:30])[CH2:32][CH2:33]3)[C:7]([C:8]([F:11])([F:10])[F:9])=[CH:6][N:5]=2)=[CH:14][CH:15]=1)([CH3:22])=[O:20]. (4) Given the reactants [N:1]1([C:7]2[N:15]=[C:14]([C:16]3[CH:17]=[C:18]([OH:22])[CH:19]=[N:20][CH:21]=3)[N:13]=[C:12]3[C:8]=2[N:9]=[CH:10][N:11]3[CH:23]2[CH2:28][CH2:27][NH:26][CH2:25][CH2:24]2)[CH2:6][CH2:5][O:4][CH2:3][CH2:2]1.[Cl:29][C:30]1[CH:37]=[CH:36][C:33]([CH:34]=O)=[CH:32][CH:31]=1, predict the reaction product. The product is: [Cl:29][C:30]1[CH:37]=[CH:36][C:33]([CH2:34][N:26]2[CH2:27][CH2:28][CH:23]([N:11]3[CH:10]=[N:9][C:8]4[C:12]3=[N:13][C:14]([C:16]3[CH:17]=[C:18]([OH:22])[CH:19]=[N:20][CH:21]=3)=[N:15][C:7]=4[N:1]3[CH2:2][CH2:3][O:4][CH2:5][CH2:6]3)[CH2:24][CH2:25]2)=[CH:32][CH:31]=1. (5) Given the reactants [Si:1]([O:8][C@@H:9]1[CH2:14][CH2:13][C@H:12]([N:15]2[CH2:19][CH2:18][C:17]3([CH2:24][CH2:23][CH2:22][NH:21][CH2:20]3)[C:16]2=[O:25])[CH2:11][CH2:10]1)([C:4]([CH3:7])([CH3:6])[CH3:5])([CH3:3])[CH3:2].CO.O[C@H](C1C=CC=CC=1)C(O)=O, predict the reaction product. The product is: [Si:1]([O:8][C@@H:9]1[CH2:14][CH2:13][C@H:12]([N:15]2[CH2:19][CH2:18][C@:17]3([CH2:24][CH2:23][CH2:22][NH:21][CH2:20]3)[C:16]2=[O:25])[CH2:11][CH2:10]1)([C:4]([CH3:7])([CH3:5])[CH3:6])([CH3:3])[CH3:2]. (6) Given the reactants [Br:1][C:2]1[CH:3]=[C:4]2[C:9](=[CH:10][CH:11]=1)[C:8](F)([F:12])[C:7](F)([F:14])[CH:6]=[CH:5]2.C1COCC1.[NH4+].[Cl-].[NH4+].[OH-], predict the reaction product. The product is: [Br:1][C:2]1[CH:3]=[C:4]2[C:9](=[CH:10][CH:11]=1)[C:8]([F:12])=[C:7]([F:14])[CH:6]=[CH:5]2.